This data is from Reaction yield outcomes from USPTO patents with 853,638 reactions. The task is: Predict the reaction yield, written as a fraction of the theoretical maximum amount of product (1.0 means a 100% yield; for example, 0.34 means a 34% yield). (1) The reactants are [C:1]([C:4]1[CH:9]=[C:8]([O:10][CH3:11])[CH:7]=[CH:6][C:5]=1[NH:12][C:13](=O)[C:14]1[CH:19]=[CH:18][CH:17]=[N:16][CH:15]=1)(=[O:3])[NH2:2].[OH-].[Na+]. The catalyst is CCO. The product is [CH3:11][O:10][C:8]1[CH:9]=[C:4]2[C:5](=[CH:6][CH:7]=1)[N:12]=[C:13]([C:14]1[CH:15]=[N:16][CH:17]=[CH:18][CH:19]=1)[N:2]=[C:1]2[OH:3]. The yield is 0.986. (2) The product is [CH3:1][O:2][C:3]1[CH:17]=[C:16]([O:18][CH3:19])[CH:15]=[CH:14][C:4]=1[CH2:5][N:6]([CH2:26][O:27][CH3:28])[C:7](=[O:13])[O:8][C:9]([CH3:12])([CH3:11])[CH3:10]. The yield is 1.04. The catalyst is C1COCC1. The reactants are [CH3:1][O:2][C:3]1[CH:17]=[C:16]([O:18][CH3:19])[CH:15]=[CH:14][C:4]=1[CH2:5][NH:6][C:7](=[O:13])[O:8][C:9]([CH3:12])([CH3:11])[CH3:10].C([Li])CCC.Cl[CH2:26][O:27][CH3:28]. (3) The reactants are [Cl:1][C:2]1[CH:10]=[N:9][CH:8]=[C:7]([Cl:11])[C:3]=1[C:4]([OH:6])=O.C(Cl)(=O)C(Cl)=O.[NH:18]1[C:22]2[CH:23]=[CH:24][CH:25]=[CH:26][C:21]=2[N:20]=[C:19]1[CH2:27][N:28]([CH:33]1[C:42]2[N:41]=[CH:40][CH:39]=[CH:38][C:37]=2[CH2:36][CH2:35][CH2:34]1)[CH2:29][CH2:30][CH2:31][NH2:32].CCN(CC)CC. The catalyst is C(Cl)Cl.CN(C=O)C.C1COCC1. The product is [NH:18]1[C:22]2[CH:23]=[CH:24][CH:25]=[CH:26][C:21]=2[N:20]=[C:19]1[CH2:27][N:28]([CH:33]1[C:42]2[N:41]=[CH:40][CH:39]=[CH:38][C:37]=2[CH2:36][CH2:35][CH2:34]1)[CH2:29][CH2:30][CH2:31][NH:32][C:4](=[O:6])[C:3]1[C:7]([Cl:11])=[CH:8][N:9]=[CH:10][C:2]=1[Cl:1]. The yield is 0.400. (4) The reactants are Br[C:2]1[CH:7]=[CH:6][C:5]([C@H:8]([NH:13][C@@H:14]([CH2:27][CH:28]([CH3:30])[CH3:29])[C:15]([N:17]2[CH2:21][C@H:20]([F:22])[C@H:19]3[O:23][CH2:24][C@H:25]([OH:26])[C@@H:18]23)=[O:16])[C:9]([F:12])([F:11])[F:10])=[CH:4][CH:3]=1.COC.[CH2:34](O)[CH3:35]. The catalyst is FC1C=CC=CC=1B(O)O. The product is [F:22][C@H:20]1[CH2:21][N:17]([C:15](=[O:16])[C@@H:14]([NH:13][C@@H:8]([C:5]2[CH:6]=[CH:7][C:2]([C:35]3[CH:34]=[CH:4][CH:5]=[CH:8][C:9]=3[F:10])=[CH:3][CH:4]=2)[C:9]([F:12])([F:11])[F:10])[CH2:27][CH:28]([CH3:30])[CH3:29])[C@@H:18]2[C@@H:25]([OH:26])[CH2:24][O:23][C@H:19]12. The yield is 0.380. (5) The reactants are [OH-].[Na+].[CH2:3]([C:5]1[C:6]2[CH2:22][CH2:21][N:20]([C:23]3[CH:28]=[CH:27][C:26]([CH2:29][C:30]([O:32]CC)=[O:31])=[CH:25][CH:24]=3)[C:7]=2[N:8]=[C:9]([C:11]2[CH:16]=[CH:15][C:14]([O:17][CH3:18])=[C:13]([F:19])[CH:12]=2)[N:10]=1)[CH3:4].Cl. The catalyst is CO.O1CCOCC1. The product is [CH2:3]([C:5]1[C:6]2[CH2:22][CH2:21][N:20]([C:23]3[CH:28]=[CH:27][C:26]([CH2:29][C:30]([OH:32])=[O:31])=[CH:25][CH:24]=3)[C:7]=2[N:8]=[C:9]([C:11]2[CH:16]=[CH:15][C:14]([O:17][CH3:18])=[C:13]([F:19])[CH:12]=2)[N:10]=1)[CH3:4]. The yield is 0.930.